The task is: Predict the reactants needed to synthesize the given product.. This data is from Full USPTO retrosynthesis dataset with 1.9M reactions from patents (1976-2016). (1) Given the product [F:28][C:23]1[CH:22]=[C:21]([NH:20][C:18]([NH:17][C@H:14]2[CH2:15][C@H:16]3[C@:11]([C:29]4[CH:34]=[CH:33][C:32]([O:35][CH3:36])=[C:31]([O:37][CH3:38])[CH:30]=4)([CH2:10][CH2:9][NH:8]3)[CH2:12][CH2:13]2)=[O:19])[CH:26]=[CH:25][C:24]=1[F:27], predict the reactants needed to synthesize it. The reactants are: C([N:8]1[C@@H:16]2[C@@:11]([C:29]3[CH:34]=[CH:33][C:32]([O:35][CH3:36])=[C:31]([O:37][CH3:38])[CH:30]=3)([CH2:12][CH2:13][C@@H:14]([NH:17][C:18]([NH:20][C:21]3[CH:26]=[CH:25][C:24]([F:27])=[C:23]([F:28])[CH:22]=3)=[O:19])[CH2:15]2)[CH2:10][CH2:9]1)C1C=CC=CC=1. (2) Given the product [F:1][C:2]1[CH:7]=[CH:6][C:5]([CH:8]([OH:27])[CH:9]([CH2:15][C:16]2[CH:21]=[CH:20][CH:19]=[C:18]([O:22][C:23]([F:25])([F:26])[F:24])[CH:17]=2)[C:10]([O:12][CH2:13][CH3:14])=[O:11])=[CH:4][CH:3]=1, predict the reactants needed to synthesize it. The reactants are: [F:1][C:2]1[CH:7]=[CH:6][C:5]([C:8](=[O:27])[CH:9]([CH2:15][C:16]2[CH:21]=[CH:20][CH:19]=[C:18]([O:22][C:23]([F:26])([F:25])[F:24])[CH:17]=2)[C:10]([O:12][CH2:13][CH3:14])=[O:11])=[CH:4][CH:3]=1.Cl. (3) The reactants are: [C:1]1([CH2:7][C:8]([NH:10][C@@H:11]2[C:38](=[O:39])[N:13]3[C:14]([C:26]([O:28]CC4C=CC(OC)=CC=4)=[O:27])=[C:15]([CH:18]=[CH:19][C:20]4[O:24][N:23]=[C:22]([CH3:25])[CH:21]=4)[CH2:16][S:17][C@H:12]23)=[S:9])[CH:6]=[CH:5][CH:4]=[CH:3][CH:2]=1.FC(F)(F)C(O)=O. Given the product [C:1]1([CH2:7][C:8]([NH:10][C@@H:11]2[C:38](=[O:39])[N:13]3[C:14]([C:26]([OH:28])=[O:27])=[C:15]([CH:18]=[CH:19][C:20]4[O:24][N:23]=[C:22]([CH3:25])[CH:21]=4)[CH2:16][S:17][C@H:12]23)=[S:9])[CH:2]=[CH:3][CH:4]=[CH:5][CH:6]=1, predict the reactants needed to synthesize it. (4) Given the product [CH2:25]([N:9]1[CH2:10][CH2:11][CH2:12][CH:8]1[C:6]1[CH:5]=[CH:4][C:3]([C:13]2[NH:17][C:16]3[CH:18]=[CH:19][CH:20]=[C:21]([C:22]([NH2:24])=[O:23])[C:15]=3[N:14]=2)=[C:2]([F:1])[CH:7]=1)[CH3:26], predict the reactants needed to synthesize it. The reactants are: [F:1][C:2]1[CH:7]=[C:6]([CH:8]2[CH2:12][CH2:11][CH2:10][NH:9]2)[CH:5]=[CH:4][C:3]=1[C:13]1[NH:17][C:16]2[CH:18]=[CH:19][CH:20]=[C:21]([C:22]([NH2:24])=[O:23])[C:15]=2[N:14]=1.[CH2:25](N(CC)CC)[CH3:26].C(=O)C.C([BH3-])#N.[Na+]. (5) Given the product [CH3:21][N:18]1[CH2:17][CH2:16][CH:15]([N:13]2[CH:14]=[C:10]([NH2:7])[CH:11]=[N:12]2)[CH2:20][CH2:19]1, predict the reactants needed to synthesize it. The reactants are: [H-].[Al+3].[Li+].[H-].[H-].[H-].[N+:7]([C:10]1[CH:11]=[N:12][N:13]([CH:15]2[CH2:20][CH2:19][N:18]([C:21](OC(C)(C)C)=O)[CH2:17][CH2:16]2)[CH:14]=1)([O-])=O. (6) Given the product [CH2:14]([O:13][C:11]([NH:18][CH:19]([C:26]1[CH:31]=[CH:30][CH:29]=[C:28]([N+:32]([O-:34])=[O:33])[CH:27]=1)[CH2:20][C:21]([O:23][CH2:24][CH3:25])=[O:22])=[O:12])[CH:15]=[CH2:16], predict the reactants needed to synthesize it. The reactants are: C(N(C(C)C)CC)(C)C.Cl[C:11]([O:13][CH2:14][CH:15]=[CH2:16])=[O:12].Cl.[NH2:18][CH:19]([C:26]1[CH:31]=[CH:30][CH:29]=[C:28]([N+:32]([O-:34])=[O:33])[CH:27]=1)[CH2:20][C:21]([O:23][CH2:24][CH3:25])=[O:22].Cl.